Dataset: Forward reaction prediction with 1.9M reactions from USPTO patents (1976-2016). Task: Predict the product of the given reaction. (1) Given the reactants [H-].[Na+].[F:3][C:4]([F:10])([F:9])[C:5](OC)=[O:6].[CH3:11][C:12]#[N:13], predict the reaction product. The product is: [F:3][C:4]([F:10])([F:9])[C:5](=[O:6])[CH2:11][C:12]#[N:13]. (2) Given the reactants [NH:1]1[CH2:4][CH:3]([NH:5][C:6](=[O:22])[CH2:7][NH:8][C:9]2[C:13]3[CH:14]=[C:15]([C:18]([F:21])([F:20])[F:19])[CH:16]=[CH:17][C:12]=3[O:11][N:10]=2)[CH2:2]1.[O:23]1[C:27]2[CH:28]=[CH:29][C:30]([CH:32]3[CH2:37][CH2:36][C:35](=O)[CH2:34][CH2:33]3)=[CH:31][C:26]=2[O:25][CH2:24]1.C(O[BH-](OC(=O)C)OC(=O)C)(=O)C.[Na+].C(Cl)Cl.CC(O)C, predict the reaction product. The product is: [O:23]1[C:27]2[CH:28]=[CH:29][C:30]([CH:32]3[CH2:37][CH2:36][CH:35]([N:1]4[CH2:4][CH:3]([NH:5][C:6](=[O:22])[CH2:7][NH:8][C:9]5[C:13]6[CH:14]=[C:15]([C:18]([F:20])([F:19])[F:21])[CH:16]=[CH:17][C:12]=6[O:11][N:10]=5)[CH2:2]4)[CH2:34][CH2:33]3)=[CH:31][C:26]=2[O:25][CH2:24]1.